From a dataset of Catalyst prediction with 721,799 reactions and 888 catalyst types from USPTO. Predict which catalyst facilitates the given reaction. (1) Reactant: [N:1]1[CH:6]=[CH:5][CH:4]=[CH:3][C:2]=1[C:7]1[CH2:8][CH2:9][N:10]([C:13]([O:15][C:16]([CH3:19])([CH3:18])[CH3:17])=[O:14])[CH2:11][CH:12]=1.O.BrN1C(=[O:27])CCC1=O.[OH-].[Na+]. Product: [N:1]1[CH:6]=[CH:5][CH:4]=[CH:3][C:2]=1[C:7]12[O:27][CH:8]1[CH2:9][N:10]([C:13]([O:15][C:16]([CH3:19])([CH3:18])[CH3:17])=[O:14])[CH2:11][CH2:12]2. The catalyst class is: 12. (2) Reactant: [C:1]([S-:3])#N.[K+].[C:5]([NH:12][C@H:13]([C:17]([N:19]1[CH2:24][CH2:23]C=[CH:21][CH2:20]1)=[O:18])[CH:14]([CH3:16])[CH3:15])([O:7][C:8]([CH3:11])([CH3:10])[CH3:9])=[O:6]. Product: [S:3]1[CH:1]2[CH:21]1[CH2:20][N:19]([C:17](=[O:18])[C@@H:13]([CH:14]([CH3:15])[CH3:16])[NH:12][C:5]([O:7][C:8]([CH3:11])([CH3:10])[CH3:9])=[O:6])[CH2:24][CH2:23]2. The catalyst class is: 315. (3) Reactant: [CH2:1]([N:3]([CH2:18][CH3:19])[CH2:4][CH2:5][NH:6][C:7]([C:9]1[C:13]([CH3:14])=[C:12]([CH:15]=O)[NH:11][C:10]=1[CH3:17])=[O:8])[CH3:2].[F:20][C:21]1[CH:22]=[C:23]2[C:27](=[CH:28][CH:29]=1)[NH:26][C:25](=[O:30])[CH2:24]2.N1CCCC1. The catalyst class is: 8. Product: [CH2:1]([N:3]([CH2:18][CH3:19])[CH2:4][CH2:5][NH:6][C:7]([C:9]1[C:13]([CH3:14])=[C:12](/[CH:15]=[C:24]2\[C:25](=[O:30])[NH:26][C:27]3[C:23]\2=[CH:22][C:21]([F:20])=[CH:29][CH:28]=3)[NH:11][C:10]=1[CH3:17])=[O:8])[CH3:2]. (4) Reactant: [NH:1]1[CH:5]=[CH:4][CH:3]=[N:2]1.[Li]CCCC.[CH2:11](Cl)[O:12][CH2:13][C:14]1[CH:19]=[CH:18][CH:17]=[CH:16][CH:15]=1. Product: [CH2:13]([O:12][CH2:11][N:1]1[CH:5]=[CH:4][CH:3]=[N:2]1)[C:14]1[CH:19]=[CH:18][CH:17]=[CH:16][CH:15]=1. The catalyst class is: 1. (5) Reactant: [F:1][C:2]([F:26])([F:25])[C:3]1[CH:4]=[C:5]([C:21]([F:24])([F:23])[F:22])[C:6]2[CH:7]=[CH:8][C:9]3[N:10]([CH:13]=[C:14]([C:16]([O:18]CC)=O)[N:15]=3)[C:11]=2[N:12]=1.[NH2:27][NH2:28]. Product: [F:25][C:2]([F:1])([F:26])[C:3]1[CH:4]=[C:5]([C:21]([F:22])([F:24])[F:23])[C:6]2[CH:7]=[CH:8][C:9]3[N:10]([CH:13]=[C:14]([C:16]([NH:27][NH2:28])=[O:18])[N:15]=3)[C:11]=2[N:12]=1. The catalyst class is: 8.